This data is from Forward reaction prediction with 1.9M reactions from USPTO patents (1976-2016). The task is: Predict the product of the given reaction. (1) Given the reactants [Cl:1][C:2]1[C:7]([CH:8]([CH:11]=O)[C:9]#[N:10])=[CH:6][CH:5]=[CH:4][N:3]=1.O.C(O)(=O)C.C(O)C.[NH2:21][NH2:22], predict the reaction product. The product is: [Cl:1][C:2]1[C:7]([C:8]2[C:9]([NH2:10])=[N:21][NH:22][CH:11]=2)=[CH:6][CH:5]=[CH:4][N:3]=1. (2) Given the reactants [C:1](OC(=O)C)(=[O:3])C.Br.Br.[CH3:10][C:11]1([CH3:39])[C:20]2[C:15](=[C:16]3[CH2:23][C:22]([CH3:25])([CH3:24])[O:21][C:17]3=[CH:18][CH:19]=2)[C:14]([C:26]2[CH:27]=[C:28]([C:32]3[CH:37]=[CH:36][C:35]([NH2:38])=[CH:34][CH:33]=3)[CH:29]=[CH:30][CH:31]=2)=[N:13][CH2:12]1.C([O-])=O.[Na+].C(=O)([O-])O.[Na+], predict the reaction product. The product is: [CH3:10][C:11]1([CH3:39])[C:20]2[C:15](=[C:16]3[CH2:23][C:22]([CH3:24])([CH3:25])[O:21][C:17]3=[CH:18][CH:19]=2)[C:14]([C:26]2[CH:27]=[C:28]([C:32]3[CH:33]=[CH:34][C:35]([NH:38][CH:1]=[O:3])=[CH:36][CH:37]=3)[CH:29]=[CH:30][CH:31]=2)=[N:13][CH2:12]1. (3) Given the reactants [CH:1]1([CH:5]([OH:17])[C:6]2[CH:16]=[CH:15][C:9]([C:10]([O:12]CC)=[O:11])=[CH:8][CH:7]=2)[CH2:4][CH2:3][CH2:2]1.O1CCCC1.O.O.[OH-].[Li+], predict the reaction product. The product is: [CH:1]1([CH:5]([OH:17])[C:6]2[CH:16]=[CH:15][C:9]([C:10]([OH:12])=[O:11])=[CH:8][CH:7]=2)[CH2:4][CH2:3][CH2:2]1. (4) Given the reactants [F:1][C:2]1[CH:12]=[C:11]([F:13])[CH:10]=[C:9]([O:14][CH3:15])[C:3]=1[O:4][CH2:5][CH:6]1[CH2:8][O:7]1.[BrH:16], predict the reaction product. The product is: [Br:16][CH2:8][CH:6]([OH:7])[CH2:5][O:4][C:3]1[C:9]([O:14][CH3:15])=[CH:10][C:11]([F:13])=[CH:12][C:2]=1[F:1]. (5) Given the reactants [S:1](Cl)(Cl)=O.[N+:5]([C:8]1[CH:13]=[CH:12][CH:11]=[CH:10][C:9]=1[CH2:14][C:15]([OH:17])=O)([O-:7])=[O:6].[N+:18]([C:21]1C=CC=CC=1CC(Cl)=O)([O-])=O, predict the reaction product. The product is: [N+:5]([C:8]1[CH:13]=[CH:12][CH:11]=[CH:10][C:9]=1[CH2:14][C:15]([N:18]=[C:21]=[S:1])=[O:17])([O-:7])=[O:6]. (6) Given the reactants [C:1]([C:5]1[C:6](=[O:21])[N:7]([CH2:17][C:18](O)=[O:19])[C:8]2[C:13]([CH:14]=1)=[CH:12][CH:11]=[C:10]([O:15][CH3:16])[CH:9]=2)([CH3:4])([CH3:3])[CH3:2].[CH2:22]([NH:26][CH2:27][CH2:28][CH2:29][CH3:30])[CH2:23][CH2:24][CH3:25].C1C=CC2N(O)N=NC=2C=1.CCN(C(C)C)C(C)C, predict the reaction product. The product is: [CH2:22]([N:26]([CH2:27][CH2:28][CH2:29][CH3:30])[C:18](=[O:19])[CH2:17][N:7]1[C:8]2[C:13](=[CH:12][CH:11]=[C:10]([O:15][CH3:16])[CH:9]=2)[CH:14]=[C:5]([C:1]([CH3:3])([CH3:4])[CH3:2])[C:6]1=[O:21])[CH2:23][CH2:24][CH3:25]. (7) Given the reactants [F:1][C:2]1[C:7]([F:8])=[C:6]([F:9])[CH:5]=[CH:4][C:3]=1[Br:10].S1(CCCC1)(=O)=O.[Li+].CC([N-]C(C)C)C.[Li]CCCC.[C:31](=[O:33])=[O:32], predict the reaction product. The product is: [Br:10][C:3]1[C:2]([F:1])=[C:7]([F:8])[C:6]([F:9])=[C:5]([CH:4]=1)[C:31]([OH:33])=[O:32].